Dataset: Catalyst prediction with 721,799 reactions and 888 catalyst types from USPTO. Task: Predict which catalyst facilitates the given reaction. (1) Reactant: [NH2:1][N:2]1[C:6]([CH3:7])=[C:5]([CH3:8])[N:4]=[C:3]1[C:9]([O:11]C)=O.[NH3:13]. Product: [NH2:1][N:2]1[C:6]([CH3:7])=[C:5]([CH3:8])[N:4]=[C:3]1[C:9]([NH2:13])=[O:11]. The catalyst class is: 5. (2) Reactant: [CH:1]1(Br)[CH2:5][CH2:4][CH2:3][CH2:2]1.[OH:7][C:8]1[C:9]([CH3:18])=[N:10][CH:11]=[C:12]([CH:17]=1)[C:13]([O:15][CH3:16])=[S:14].C(=O)([O-])[O-].[K+].[K+]. Product: [CH:1]1([O:7][C:8]2[C:9]([CH3:18])=[N:10][CH:11]=[C:12]([CH:17]=2)[C:13]([O:15][CH3:16])=[S:14])[CH2:5][CH2:4][CH2:3][CH2:2]1. The catalyst class is: 9. (3) Product: [F:8][C:9]1[CH:10]=[C:11]([C:16]2[CH2:20][CH:19]([CH2:21][O:22][C:23]3[CH:27]=[CH:26][O:25][N:24]=3)[O:18][N:17]=2)[CH:12]=[CH:13][C:14]=1[N:3]1[CH:7]=[CH:6][N:5]=[CH:4]1. The catalyst class is: 9. Reactant: [H-].[Na+].[NH:3]1[CH:7]=[CH:6][N:5]=[CH:4]1.[F:8][C:9]1[CH:10]=[C:11]([C:16]2[CH2:20][CH:19]([CH2:21][O:22][C:23]3[CH:27]=[CH:26][O:25][N:24]=3)[O:18][N:17]=2)[CH:12]=[CH:13][C:14]=1F. (4) Reactant: [C:1]([C:3]1[CH:30]=[CH:29][C:6]2[NH:7][C:8]([CH:10]([C:17]3[C:25]([O:26][CH3:27])=[CH:24][C:23]([CH3:28])=[C:22]4[C:18]=3[CH:19]=[CH:20][NH:21]4)[CH:11]([CH3:16])[C:12]([O:14]C)=[O:13])=[N:9][C:5]=2[CH:4]=1)#[N:2].[Li+].[OH-]. Product: [C:1]([C:3]1[CH:30]=[CH:29][C:6]2[NH:7][C:8]([CH:10]([C:17]3[C:25]([O:26][CH3:27])=[CH:24][C:23]([CH3:28])=[C:22]4[C:18]=3[CH:19]=[CH:20][NH:21]4)[CH:11]([CH3:16])[C:12]([OH:14])=[O:13])=[N:9][C:5]=2[CH:4]=1)#[N:2]. The catalyst class is: 24. (5) Reactant: N[C:2]1[CH:7]=[CH:6][CH:5]=[CH:4][C:3]=1[S:8]([NH:11][C:12]1[CH:13]=[CH:14][C:15]([CH3:22])=[C:16]2[C:21]=1[N:20]=[CH:19][CH:18]=[CH:17]2)(=[O:10])=[O:9].N(OC(C)(C)C)=O.C(O)(=O)C. Product: [CH3:22][C:15]1[CH:14]=[C:13]2[C:12](=[C:21]3[C:16]=1[CH:17]=[CH:18][CH:19]=[N:20]3)[NH:11][S:8](=[O:10])(=[O:9])[C:3]1[C:4]2=[CH:5][CH:6]=[CH:7][CH:2]=1. The catalyst class is: 1. (6) Reactant: [Cl:1][C:2]1[CH:3]=[C:4]([C@H:9]2[CH2:13][CH2:12][CH2:11][N:10]2[C:14]2[CH:19]=[CH:18][N:17]3[N:20]=[CH:21][C:22]([NH2:23])=[C:16]3[N:15]=2)[CH:5]=[C:6]([F:8])[CH:7]=1.C1N=CN([C:29]([N:31]2[CH:35]=N[CH:33]=[CH:32]2)=[O:30])C=1.Cl.N1CC([OH:41])C1.CCN(C(C)C)C(C)C. Product: [Cl:1][C:2]1[CH:3]=[C:4]([C@H:9]2[CH2:13][CH2:12][CH2:11][N:10]2[C:14]2[CH:19]=[CH:18][N:17]3[N:20]=[CH:21][C:22]([NH:23][C:29]([N:31]4[CH2:32][CH:33]([OH:41])[CH2:35]4)=[O:30])=[C:16]3[N:15]=2)[CH:5]=[C:6]([F:8])[CH:7]=1. The catalyst class is: 2. (7) Reactant: [F:1][C:2]1[CH:3]=[C:4]([N:9]2[C:13]([CH3:15])([CH3:14])[C:12](=[O:16])[N:11]([C:17]3[CH:24]=[CH:23][C:20]([C:21]#[N:22])=[C:19]([C:25]([F:28])([F:27])[F:26])[CH:18]=3)[C:10]2=[S:29])[CH:5]=[CH:6][C:7]=1[OH:8].[OH-].[K+].C(OP(O)(OCC)=O)C.Br[CH:42]([F:44])[F:43]. Product: [F:43][CH:42]([F:44])[O:8][C:7]1[CH:6]=[CH:5][C:4]([N:9]2[C:13]([CH3:14])([CH3:15])[C:12](=[O:16])[N:11]([C:17]3[CH:24]=[CH:23][C:20]([C:21]#[N:22])=[C:19]([C:25]([F:26])([F:27])[F:28])[CH:18]=3)[C:10]2=[S:29])=[CH:3][C:2]=1[F:1]. The catalyst class is: 47. (8) Reactant: [CH2:1]([O:8][C:9]([N:11]1[CH2:16][CH2:15][CH:14]([C:17](=O)[NH:18][CH:19]([C:36]2[C:41]([Cl:42])=[N:40][CH:39]=[CH:38][N:37]=2)[C:20]2[CH:29]=[C:28]3[C:23]([CH:24]=[CH:25][C:26]([C:30]4[CH:35]=[CH:34][CH:33]=[CH:32][CH:31]=4)=[N:27]3)=[CH:22][CH:21]=2)[CH2:13][CH2:12]1)=[O:10])[C:2]1[CH:7]=[CH:6][CH:5]=[CH:4][CH:3]=1.CN(C=O)C.O=P(Cl)(Cl)Cl. Product: [CH2:1]([O:8][C:9]([N:11]1[CH2:12][CH2:13][CH:14]([C:17]2[N:37]3[CH:38]=[CH:39][N:40]=[C:41]([Cl:42])[C:36]3=[C:19]([C:20]3[CH:29]=[C:28]4[C:23]([CH:24]=[CH:25][C:26]([C:30]5[CH:35]=[CH:34][CH:33]=[CH:32][CH:31]=5)=[N:27]4)=[CH:22][CH:21]=3)[N:18]=2)[CH2:15][CH2:16]1)=[O:10])[C:2]1[CH:7]=[CH:6][CH:5]=[CH:4][CH:3]=1. The catalyst class is: 23. (9) Reactant: [N:1]1[CH:6]=[CH:5][N:4]=[CH:3][C:2]=1[O-:7].[Na+].F[C:10]1[CH:15]=[CH:14][C:13]([N+:16]([O-:18])=[O:17])=[CH:12][CH:11]=1.C([O-])([O-])=O.[Cs+].[Cs+].O. Product: [N+:16]([C:13]1[CH:14]=[CH:15][C:10]([N:1]2[CH:6]=[CH:5][N:4]=[CH:3][C:2]2=[O:7])=[CH:11][CH:12]=1)([O-:18])=[O:17]. The catalyst class is: 3.